From a dataset of Forward reaction prediction with 1.9M reactions from USPTO patents (1976-2016). Predict the product of the given reaction. (1) Given the reactants [Cl:1][C:2]1[C:3]([OH:9])=[CH:4][C:5](=[O:8])[NH:6][CH:7]=1.O[CH:11]1[CH2:16][CH2:15][N:14]([C:17]([O:19][C:20]([CH3:23])([CH3:22])[CH3:21])=[O:18])[CH2:13][CH2:12]1.C1(P(C2C=CC=CC=2)C2C=CC=CC=2)C=CC=CC=1.N(C(OC(C)C)=O)=NC(OC(C)C)=O, predict the reaction product. The product is: [Cl:1][C:2]1[C:3]([O:9][CH:11]2[CH2:16][CH2:15][N:14]([C:17]([O:19][C:20]([CH3:23])([CH3:22])[CH3:21])=[O:18])[CH2:13][CH2:12]2)=[CH:4][C:5](=[O:8])[NH:6][CH:7]=1. (2) Given the reactants [F:1][C:2]([F:20])([F:19])[S:3]([O:6][C:7]1[CH:8]=[C:9]2[C:14](=[CH:15][CH:16]=1)[CH:13]=[C:12]([CH2:17][OH:18])[CH:11]=[CH:10]2)(=[O:5])=[O:4].C1C=C[NH+]=CC=1.[O-][Cr](Cl)(=O)=O, predict the reaction product. The product is: [F:19][C:2]([F:1])([F:20])[S:3]([O:6][C:7]1[CH:8]=[C:9]2[C:14](=[CH:15][CH:16]=1)[CH:13]=[C:12]([CH:17]=[O:18])[CH:11]=[CH:10]2)(=[O:4])=[O:5].